From a dataset of Forward reaction prediction with 1.9M reactions from USPTO patents (1976-2016). Predict the product of the given reaction. (1) The product is: [NH2:14][C:10]1[CH:11]=[C:4]([O:3][CH2:1][CH3:2])[CH:5]=[C:6]([F:13])[C:7]=1[C:8]#[N:9]. Given the reactants [CH2:1]([O:3][C:4]1[CH:11]=[C:10](F)[C:7]([C:8]#[N:9])=[C:6]([F:13])[CH:5]=1)[CH3:2].[NH3:14], predict the reaction product. (2) Given the reactants [C:1](=[O:34])(OC1C=CC=CC=1)[O:2][CH2:3][CH2:4][C:5]1[CH:10]=[CH:9][C:8]([N:11]2[C:15]3[CH:16]=[C:17]([Cl:24])[C:18]([C:20]([F:23])([F:22])[F:21])=[CH:19][C:14]=3[N:13]=[C:12]2[CH2:25][CH3:26])=[CH:7][CH:6]=1.[CH3:35][N:36]1[CH:40]=[C:39]([S:41]([NH2:44])(=[O:43])=[O:42])[N:38]=[CH:37]1, predict the reaction product. The product is: [Cl:24][C:17]1[C:18]([C:20]([F:21])([F:22])[F:23])=[CH:19][C:14]2[N:13]=[C:12]([CH2:25][CH3:26])[N:11]([C:8]3[CH:7]=[CH:6][C:5]([CH2:4][CH2:3][O:2][C:1](=[O:34])[NH:44][S:41]([C:39]4[N:38]=[CH:37][N:36]([CH3:35])[CH:40]=4)(=[O:43])=[O:42])=[CH:10][CH:9]=3)[C:15]=2[CH:16]=1. (3) Given the reactants COC1C=C(C(F)(F)[F:10])C=C([N+]([O-])=O)C=1.[N+:16]([C:19]1[CH:20]=[CH:21][C:22]([C:26]([F:32])([F:31])C(F)(F)F)=[C:23]([OH:25])[CH:24]=1)([O-:18])=[O:17], predict the reaction product. The product is: [N+:16]([C:19]1[CH:20]=[CH:21][C:22]([C:26]([F:31])([F:32])[F:10])=[C:23]([OH:25])[CH:24]=1)([O-:18])=[O:17]. (4) Given the reactants Cl.[N+:2]([C:5]1[CH:6]=[C:7]([NH:11][NH2:12])[CH:8]=[CH:9][CH:10]=1)([O-:4])=[O:3].[CH2:13]([O:15][C:16](=[O:20])[C:17](=O)[CH3:18])[CH3:14], predict the reaction product. The product is: [CH2:13]([O:15][C:16](=[O:20])[C:17](=[N:12][NH:11][C:7]1[CH:8]=[CH:9][CH:10]=[C:5]([N+:2]([O-:4])=[O:3])[CH:6]=1)[CH3:18])[CH3:14]. (5) Given the reactants [CH2:1]([O:3][C:4](=[O:31])[C:5]([O:8][C:9]1[CH:14]=[CH:13][C:12]([O:15][CH2:16][CH2:17][C:18]2[N:19]=[C:20]([C:24]3[CH:29]=[CH:28][C:27](Br)=[CH:26][CH:25]=3)[O:21][C:22]=2[CH3:23])=[CH:11][CH:10]=1)([CH3:7])[CH3:6])[CH3:2].[O:32]1[C:36]2[CH:37]=[CH:38][CH:39]=[CH:40][C:35]=2[CH:34]=[C:33]1B(O)O.C1(C)C=CC=CC=1.C(=O)([O-])[O-].[Na+].[Na+], predict the reaction product. The product is: [CH2:1]([O:3][C:4](=[O:31])[C:5]([O:8][C:9]1[CH:14]=[CH:13][C:12]([O:15][CH2:16][CH2:17][C:18]2[N:19]=[C:20]([C:24]3[CH:29]=[CH:28][CH:27]=[CH:26][C:25]=3[C:33]3[O:32][C:36]4=[CH:37][CH:38]=[CH:39][C:40]4=[CH:35][CH:34]=3)[O:21][C:22]=2[CH3:23])=[CH:11][CH:10]=1)([CH3:7])[CH3:6])[CH3:2]. (6) Given the reactants [CH2:1]([C:3]([F:30])([CH2:28][CH3:29])[CH2:4][N:5]1[CH2:10][CH2:9][CH:8]([CH2:11][O:12][C:13]2[N:14]=[CH:15][C:16]([C:19]3[CH:27]=[CH:26][C:22]([C:23]([OH:25])=O)=[CH:21][CH:20]=3)=[N:17][CH:18]=2)[CH2:7][CH2:6]1)[CH3:2].[NH:31]1[CH2:38][CH2:37][CH2:36][C@H:32]1[C:33]([NH2:35])=[O:34].C1C=CC2N(O)N=NC=2C=1.C(Cl)CCl.CCN(C(C)C)C(C)C, predict the reaction product. The product is: [CH2:28]([C:3]([F:30])([CH2:1][CH3:2])[CH2:4][N:5]1[CH2:10][CH2:9][CH:8]([CH2:11][O:12][C:13]2[N:14]=[CH:15][C:16]([C:19]3[CH:27]=[CH:26][C:22]([C:23]([N:31]4[CH2:38][CH2:37][CH2:36][C@H:32]4[C:33]([NH2:35])=[O:34])=[O:25])=[CH:21][CH:20]=3)=[N:17][CH:18]=2)[CH2:7][CH2:6]1)[CH3:29].